This data is from Forward reaction prediction with 1.9M reactions from USPTO patents (1976-2016). The task is: Predict the product of the given reaction. (1) Given the reactants [Cl:1][C:2]1[N:7]=[C:6](Cl)[C:5]([N+:9]([O-:11])=[O:10])=[CH:4][N:3]=1.[CH2:12]([CH:14]([NH2:17])[CH2:15][CH3:16])[CH3:13].CCN(C(C)C)C(C)C, predict the reaction product. The product is: [Cl:1][C:2]1[N:7]=[C:6]([NH:17][CH:14]([CH2:15][CH3:16])[CH2:12][CH3:13])[C:5]([N+:9]([O-:11])=[O:10])=[CH:4][N:3]=1. (2) Given the reactants [CH3:1][CH2:2][C@@:3]12[C@:11]([OH:14])([C:12]#[CH:13])[CH2:10][CH2:9][C@H:8]1[C@@H:7]1[CH2:15][CH2:16][C:17]3[C@@H:23]([C@H:6]1[CH2:5][CH2:4]2)[CH2:22][CH2:21][C:19](=O)[CH:18]=3.C([C@]12CC[C@@H]3C4CC=C(OC)CC=4CC[C@H]3[C@@H]1CC[C@@H]2O)C.[Cl-].O[NH3+].C([C@]12CC[C@@H]3[C@@H]4C(CC[C@H]3[C@@H]1CC[C@@H]2O)=CC(=[N:68][OH:69])CC4)C, predict the reaction product. The product is: [CH3:1][CH2:2][C@@:3]12[C@:11]([OH:14])([C:12]#[CH:13])[CH2:10][CH2:9][C@H:8]1[C@@H:7]1[CH2:15][CH2:16][C:17]3[C@@H:23]([C@H:6]1[CH2:5][CH2:4]2)[CH2:22][CH2:21]/[C:19](=[N:68]\[OH:69])/[CH:18]=3. (3) Given the reactants [CH3:1][O:2][C@H:3]1[C@@H:7]2[O:8][C:9]([CH3:12])([CH3:11])[O:10][C@@H:6]2[C@@H:5]([C:13]#[C:14][C:15](=[O:18])[CH2:16][CH3:17])[O:4]1.[NH2:19][OH:20], predict the reaction product. The product is: [CH3:1][O:2][C@H:3]1[C@@H:7]2[O:8][C:9]([CH3:12])([CH3:11])[O:10][C@@H:6]2[C@@H:5]([C:13](=[N:19][OH:20])[CH2:14][C:15](=[O:18])[CH2:16][CH3:17])[O:4]1. (4) Given the reactants [Cl:1][C:2]1[CH:8]=[CH:7][C:5]([NH2:6])=[C:4]([C:9]2[CH:14]=[C:13]([O:15][CH3:16])[N:12]=[CH:11][N:10]=2)[CH:3]=1.N(OCCC(C)C)=O.[Si]([N:29]=[N+:30]=[N-])(C)(C)C.[C:32]([Si:34]([CH3:37])([CH3:36])[CH3:35])#[CH:33], predict the reaction product. The product is: [Cl:1][C:2]1[CH:8]=[CH:7][C:5]([N:6]2[CH:33]=[C:32]([Si:34]([CH3:37])([CH3:36])[CH3:35])[N:30]=[N:29]2)=[C:4]([C:9]2[CH:14]=[C:13]([O:15][CH3:16])[N:12]=[CH:11][N:10]=2)[CH:3]=1. (5) Given the reactants Cl[C:2]1[N:7]=[C:6]2[NH:8][N:9]=[CH:10][C:5]2=[C:4]([NH:11][CH:12]2[CH2:14][CH2:13]2)[N:3]=1.[O:15]1[CH2:20][CH2:19][N:18]([C:21]2[CH:27]=[CH:26][C:24]([NH2:25])=[CH:23][CH:22]=2)[CH2:17][CH2:16]1, predict the reaction product. The product is: [CH:12]1([NH:11][C:4]2[N:3]=[C:2]([NH:25][C:24]3[CH:23]=[CH:22][C:21]([N:18]4[CH2:19][CH2:20][O:15][CH2:16][CH2:17]4)=[CH:27][CH:26]=3)[N:7]=[C:6]3[NH:8][N:9]=[CH:10][C:5]=23)[CH2:14][CH2:13]1. (6) Given the reactants CCN=C=NCCCN(C)C.Cl.[CH2:13]1[O:24][CH:16]([C:17]2[CH:22]=[CH:21][CH:20]=[C:19]([NH2:23])[CH:18]=2)[O:15][CH2:14]1.[CH3:25][C:26]1[CH:27]=[N:28][CH:29]=[C:30]([CH:34]=1)[C:31](O)=[O:32].C1C=CC2N(O)N=NC=2C=1.CCN(C(C)C)C(C)C, predict the reaction product. The product is: [O:24]1[CH2:13][CH2:14][O:15][CH:16]1[C:17]1[CH:18]=[C:19]([NH:23][C:31](=[O:32])[C:30]2[CH:34]=[C:26]([CH3:25])[CH:27]=[N:28][CH:29]=2)[CH:20]=[CH:21][CH:22]=1. (7) Given the reactants C[Si](I)(C)C.[Cl:6][C:7]1[CH:15]=[C:14]2[C:10]([C:11]([NH:16][C:17](=[O:21])[CH2:18][CH2:19][CH3:20])=[N:12][NH:13]2)=[CH:9][C:8]=1[C:22]1[CH:27]=[CH:26][C:25]([O:28]CC2C=CC=CC=2)=[CH:24][CH:23]=1, predict the reaction product. The product is: [Cl:6][C:7]1[CH:15]=[C:14]2[C:10]([C:11]([NH:16][C:17](=[O:21])[CH2:18][CH2:19][CH3:20])=[N:12][NH:13]2)=[CH:9][C:8]=1[C:22]1[CH:23]=[CH:24][C:25]([OH:28])=[CH:26][CH:27]=1.